Dataset: Forward reaction prediction with 1.9M reactions from USPTO patents (1976-2016). Task: Predict the product of the given reaction. Given the reactants [OH-].[Na+].[CH2:3]([O:5][C:6]1[CH:11]=[CH:10][N:9]=[C:8]([NH:12][CH2:13][CH2:14][CH2:15][O:16][C:17]2[CH:18]=[CH:19][C:20]3[CH2:26][C@@H:25]([CH2:27][C:28]([O:30]CC)=[O:29])[C:24]4[CH:33]=[CH:34][CH:35]=[CH:36][C:23]=4[CH2:22][C:21]=3[CH:37]=2)[CH:7]=1)[CH3:4].Cl, predict the reaction product. The product is: [CH2:3]([O:5][C:6]1[CH:11]=[CH:10][N:9]=[C:8]([NH:12][CH2:13][CH2:14][CH2:15][O:16][C:17]2[CH:18]=[CH:19][C:20]3[CH2:26][C@@H:25]([CH2:27][C:28]([OH:30])=[O:29])[C:24]4[CH:33]=[CH:34][CH:35]=[CH:36][C:23]=4[CH2:22][C:21]=3[CH:37]=2)[CH:7]=1)[CH3:4].